This data is from Reaction yield outcomes from USPTO patents with 853,638 reactions. The task is: Predict the reaction yield, written as a fraction of the theoretical maximum amount of product (1.0 means a 100% yield; for example, 0.34 means a 34% yield). (1) The reactants are C[O:2][C:3](=[O:33])[CH2:4][C:5]1[C:14]([CH3:15])=[C:13]([CH:16]2[CH2:21][CH2:20][N:19]([C:22](=[O:31])[C:23]3[CH:28]=[C:27]([F:29])[CH:26]=[CH:25][C:24]=3[F:30])[CH2:18][CH2:17]2)[C:12]2[C:7](=[CH:8][CH:9]=[C:10]([F:32])[CH:11]=2)[CH:6]=1.O.[OH-].[Li+]. The catalyst is C1COCC1.O. The product is [F:30][C:24]1[CH:25]=[CH:26][C:27]([F:29])=[CH:28][C:23]=1[C:22]([N:19]1[CH2:20][CH2:21][CH:16]([C:13]2[C:12]3[C:7](=[CH:8][CH:9]=[C:10]([F:32])[CH:11]=3)[CH:6]=[C:5]([CH2:4][C:3]([OH:33])=[O:2])[C:14]=2[CH3:15])[CH2:17][CH2:18]1)=[O:31]. The yield is 0.810. (2) The reactants are FC(F)(F)S(O[C:7]1[CH:8]=[C:9]2[C:14](=[CH:15][CH:16]=1)[CH:13]([C:17]([O:19][CH2:20][CH3:21])=[O:18])[N:12]([C:22]([O:24][C:25]([CH3:28])([CH3:27])[CH3:26])=[O:23])[CH2:11][CH2:10]2)(=O)=O.[CH3:31][N:32](C=O)C. The product is [C:31]([C:7]1[CH:8]=[C:9]2[C:14](=[CH:15][CH:16]=1)[CH:13]([C:17]([O:19][CH2:20][CH3:21])=[O:18])[N:12]([C:22]([O:24][C:25]([CH3:27])([CH3:26])[CH3:28])=[O:23])[CH2:11][CH2:10]2)#[N:32]. The yield is 0.910. The catalyst is C(OCC)(=O)C.C1C=CC([P]([Pd]([P](C2C=CC=CC=2)(C2C=CC=CC=2)C2C=CC=CC=2)([P](C2C=CC=CC=2)(C2C=CC=CC=2)C2C=CC=CC=2)[P](C2C=CC=CC=2)(C2C=CC=CC=2)C2C=CC=CC=2)(C2C=CC=CC=2)C2C=CC=CC=2)=CC=1.[C-]#N.[Zn+2].[C-]#N. (3) The reactants are [F:1][C:2]1[CH:3]=[C:4]2[C:24](=[O:25])[N:22]([CH:23]=1)[CH2:21][C@@H:20](O)[CH2:19][NH:18][C:17](=[O:27])[C:16]1=[C:28]3[N:29]=[C:10]([CH:11]=[CH:12][N:13]3[N:14]=[CH:15]1)[N:9]1[C@@H:5]2[CH2:6][CH2:7][CH2:8]1.COCCN(S(F)(F)[F:40])CCOC.C(O)C.C([O-])(O)=O.[Na+]. The catalyst is CS(C)=O.C(Cl)Cl. The product is [F:1][C:2]1[CH:3]=[C:4]2[C:24](=[O:25])[N:22]([CH:23]=1)[CH2:21][C@H:20]([F:40])[CH2:19][NH:18][C:17](=[O:27])[C:16]1=[C:28]3[N:29]=[C:10]([CH:11]=[CH:12][N:13]3[N:14]=[CH:15]1)[N:9]1[C@@H:5]2[CH2:6][CH2:7][CH2:8]1. The yield is 0.120. (4) The reactants are C([O:3][C:4]([C:6]1([NH:15][C:16](=[O:28])[C:17]2[CH:22]=[CH:21][C:20]([CH3:23])=[CH:19][C:18]=2[CH:24]=[C:25]([CH3:27])[CH3:26])[CH2:14][C:13]2[C:8](=[CH:9][CH:10]=[CH:11][CH:12]=2)[CH2:7]1)=[O:5])C.[OH-].[K+].O. The catalyst is CCO. The product is [CH3:23][C:20]1[CH:21]=[CH:22][C:17]([C:16]([NH:15][C:6]2([C:4]([OH:5])=[O:3])[CH2:14][C:13]3[C:8](=[CH:9][CH:10]=[CH:11][CH:12]=3)[CH2:7]2)=[O:28])=[C:18]([CH:24]=[C:25]([CH3:27])[CH3:26])[CH:19]=1. The yield is 0.780. (5) No catalyst specified. The product is [CH2:1]([NH:8][C:9]1[N:14]2[N:15]=[CH:16][C:17]([C:18]([NH:41][S:38]([CH3:37])(=[O:40])=[O:39])=[O:19])=[C:13]2[N:12]=[CH:11][C:10]=1[C:21]([N:23]1[CH2:28][CH2:27][C:26]2([C:36]3[C:31](=[CH:32][CH:33]=[CH:34][CH:35]=3)[CH:30]=[CH:29]2)[CH2:25][CH2:24]1)=[O:22])[C:2]1[CH:7]=[CH:6][CH:5]=[CH:4][CH:3]=1. The yield is 0.290. The reactants are [CH2:1]([NH:8][C:9]1[N:14]2[N:15]=[CH:16][C:17]([C:18](O)=[O:19])=[C:13]2[N:12]=[CH:11][C:10]=1[C:21]([N:23]1[CH2:28][CH2:27][C:26]2([C:36]3[C:31](=[CH:32][CH:33]=[CH:34][CH:35]=3)[CH:30]=[CH:29]2)[CH2:25][CH2:24]1)=[O:22])[C:2]1[CH:7]=[CH:6][CH:5]=[CH:4][CH:3]=1.[CH3:37][S:38]([NH2:41])(=[O:40])=[O:39].